This data is from Forward reaction prediction with 1.9M reactions from USPTO patents (1976-2016). The task is: Predict the product of the given reaction. (1) The product is: [OH:34][CH:22]([C@@H:21]([NH:20][C:16](=[O:17])[O:15][CH2:14][C:10]1([CH2:9][O:8][C:6]2[CH:5]=[CH:4][N:3]=[C:2]([Cl:1])[N:7]=2)[CH2:13][CH2:12][CH2:11]1)[CH2:35][CH2:36][CH2:37][CH3:38])[C:23](=[O:24])[NH:25][C@@H:26]([C:28]1[CH:33]=[CH:32][CH:31]=[CH:30][CH:29]=1)[CH3:27]. Given the reactants [Cl:1][C:2]1[N:7]=[C:6]([O:8][CH2:9][C:10]2([CH2:14][OH:15])[CH2:13][CH2:12][CH2:11]2)[CH:5]=[CH:4][N:3]=1.[C:16](Cl)(Cl)=[O:17].[NH2:20][C@@H:21]([CH2:35][CH2:36][CH2:37][CH3:38])[CH:22]([OH:34])[C:23]([NH:25][C@@H:26]([C:28]1[CH:33]=[CH:32][CH:31]=[CH:30][CH:29]=1)[CH3:27])=[O:24].C(N(CC)C(C)C)(C)C.[Cl-].[Na+], predict the reaction product. (2) Given the reactants [Cl:1][C:2]1[CH:3]=[C:4]2[C:9](=[CH:10][CH:11]=1)[NH:8][CH:7]([C:12]([F:15])([F:14])[F:13])[C:6]([C:16]([O:18][CH2:19][CH3:20])=[O:17])=[CH:5]2.[OH-].[Na+].S(OC)(O[CH3:27])(=O)=O.CCCCCC, predict the reaction product. The product is: [Cl:1][C:2]1[CH:3]=[C:4]2[C:9](=[CH:10][CH:11]=1)[N:8]([CH3:27])[CH:7]([C:12]([F:15])([F:14])[F:13])[C:6]([C:16]([O:18][CH2:19][CH3:20])=[O:17])=[CH:5]2. (3) The product is: [Cl:1][C:2]1[CH:7]=[CH:6][C:5]([NH2:8])=[CH:4][C:3]=1[C:11]1[O:12][C:13]2[CH:19]=[CH:18][C:17]([CH3:20])=[CH:16][C:14]=2[N:15]=1. Given the reactants [Cl:1][C:2]1[CH:7]=[CH:6][C:5]([N+:8]([O-])=O)=[CH:4][C:3]=1[C:11]1[O:12][C:13]2[CH:19]=[CH:18][C:17]([CH3:20])=[CH:16][C:14]=2[N:15]=1.[NH4+].[Cl-], predict the reaction product. (4) Given the reactants Br[C:2]1[C:7]2=[N:8][N:9]([C:11]3[CH:16]=[CH:15][N:14]=[CH:13][CH:12]=3)[N:10]=[C:6]2[C:5]([C:17]2[CH:29]=[CH:28][C:27]3[C:26]4[C:21](=[CH:22][C:23]([C:30]5[C:38]6[C:34](=[N:35][N:36]([C:39]7[CH:44]=[CH:43][N:42]=[CH:41][CH:40]=7)[N:37]=6)[C:33](Br)=[CH:32][CH:31]=5)=[CH:24][CH:25]=4)[C:20]([CH2:52][CH2:53][CH2:54][CH2:55][CH2:56][CH3:57])([CH2:46][CH2:47][CH2:48][CH2:49][CH2:50][CH3:51])[C:19]=3[CH:18]=2)=[CH:4][CH:3]=1.[CH:58]1[C:66]2[C:65]3[CH:67]=[CH:68][CH:69]=[CH:70][C:64]=3[S:63][C:62]=2[C:61](B(O)O)=[CH:60][CH:59]=1.C(=O)([O-])[O-].[Na+].[Na+].[OH-].[Na+], predict the reaction product. The product is: [C:58]1([C:33]2[C:34]3=[N:35][N:36]([C:39]4[CH:44]=[CH:43][N:42]=[CH:41][CH:40]=4)[N:37]=[C:38]3[C:30]([C:23]3[CH:24]=[CH:25][C:26]4[C:27]5[C:19](=[CH:18][C:17]([C:5]6[C:6]7[C:7](=[N:8][N:9]([C:11]8[CH:16]=[CH:15][N:14]=[CH:13][CH:12]=8)[N:10]=7)[C:2]([C:58]7[C:66]8[C:65]9[CH:67]=[CH:68][CH:69]=[CH:70][C:64]=9[S:63][C:62]=8[CH:61]=[CH:60][CH:59]=7)=[CH:3][CH:4]=6)=[CH:29][CH:28]=5)[C:20]([CH2:52][CH2:53][CH2:54][CH2:55][CH2:56][CH3:57])([CH2:46][CH2:47][CH2:48][CH2:49][CH2:50][CH3:51])[C:21]=4[CH:22]=3)=[CH:31][CH:32]=2)[C:66]2[C:65]3[CH:67]=[CH:68][CH:69]=[CH:70][C:64]=3[S:63][C:62]=2[CH:61]=[CH:60][CH:59]=1. (5) Given the reactants Cl.Cl.[Cl:3][C:4]1[CH:5]=[C:6]([N:10]2[CH2:15][CH2:14][NH:13][CH2:12][CH2:11]2)[CH:7]=[CH:8][CH:9]=1.Br[CH:17]([CH3:33])[C:18]([C:20]1[CH:29]=[CH:28][C:27]2[C:22](=[CH:23][CH:24]=[C:25]([O:31][CH3:32])[C:26]=2[Cl:30])[CH:21]=1)=[O:19].C([O-])([O-])=O.[K+].[K+], predict the reaction product. The product is: [ClH:3].[ClH:30].[Cl:3][C:4]1[CH:5]=[C:6]([N:10]2[CH2:15][CH2:14][N:13]([CH:17]([C:18]([C:20]3[CH:29]=[CH:28][C:27]4[C:22](=[CH:23][CH:24]=[C:25]([O:31][CH3:32])[C:26]=4[Cl:30])[CH:21]=3)=[O:19])[CH3:33])[CH2:12][CH2:11]2)[CH:7]=[CH:8][CH:9]=1. (6) Given the reactants [O:1]=[C:2]1[C:6]2[N:7]=[N:8][C:9]3[CH:10]=[CH:11][CH:12]=[CH:13][C:14]=3[C:5]=2[NH:4][N:3]1[C:15]1[CH:23]=[CH:22][C:18]([C:19]([OH:21])=O)=[CH:17][CH:16]=1.C(N(C(C)C)CC)(C)C.[CH3:33][N:34]([CH3:39])[CH2:35][CH2:36][CH2:37][NH2:38].CN(C(ON1N=NC2C=CC=CC1=2)=[N+](C)C)C.F[P-](F)(F)(F)(F)F, predict the reaction product. The product is: [CH3:33][N:34]([CH2:35][CH2:36][CH2:37][NH:38][C:19](=[O:21])[C:18]1[CH:22]=[CH:23][C:15]([N:3]2[C:2](=[O:1])[C:6]3[N:7]=[N:8][C:9]4[CH:10]=[CH:11][CH:12]=[CH:13][C:14]=4[C:5]=3[NH:4]2)=[CH:16][CH:17]=1)[CH3:39]. (7) Given the reactants [NH:1]=[C:2]1[NH:8][C:7](=[NH:9])[NH:6][C:5](=[NH:10])[C:4]2[N:11]([C@@H]3O[C@H](CO)[C@@H](O)[C@H]3O)[CH:12]=[N:13][C:3]1=2.C[O-].[Na+].[Na].C(O[C@@H]1[C@H](OC(=O)C2C=CC=CC=2)[C@@H](COC(=O)C2C=CC=CC=2)O[C@H]1N1C2C(=N)NC(=N)NC(=N)C=2N=C1)(=O)C1C=CC=CC=1.Cl, predict the reaction product. The product is: [NH2:10][C:5]1[C:4]2[N:11]=[CH:12][NH:13][C:3]=2[C:2]([NH2:1])=[N:8][C:7](=[NH:9])[N:6]=1.